This data is from Full USPTO retrosynthesis dataset with 1.9M reactions from patents (1976-2016). The task is: Predict the reactants needed to synthesize the given product. (1) Given the product [Br:20][C:5]1[S:1][C:2]([CH2:6][CH2:7][OH:8])=[CH:3][CH:4]=1, predict the reactants needed to synthesize it. The reactants are: [S:1]1[CH:5]=[CH:4][CH:3]=[C:2]1[CH2:6][CH2:7][OH:8].CC(O)=O.C1C(=O)N([Br:20])C(=O)C1.O. (2) Given the product [Br:28][CH2:29][C:30]([NH:8][CH2:9][CH2:10][CH2:11][CH2:12][CH2:13][NH:14][C:15](=[O:18])[CH:16]=[CH2:17])=[O:31], predict the reactants needed to synthesize it. The reactants are: FC(F)(F)C([O-])=O.[NH3+:8][CH2:9][CH2:10][CH2:11][CH2:12][CH2:13][NH:14][C:15](=[O:18])[CH:16]=[CH2:17].CCN(C(C)C)C(C)C.[Br:28][CH2:29][C:30](Cl)=[O:31].C(=O)=O. (3) Given the product [Cl:1][C:2]1[CH:3]=[CH:4][C:5]([O:8][CH2:9][CH:10]2[CH2:15][CH2:14][N:13]([CH2:16][C:17]([CH2:20][CH3:21])([F:29])[CH2:18][CH3:19])[CH2:12][CH2:11]2)=[CH:6][N:7]=1, predict the reactants needed to synthesize it. The reactants are: [Cl:1][C:2]1[N:7]=[CH:6][C:5]([O:8][CH2:9][CH:10]2[CH2:15][CH2:14][N:13]([CH2:16][C:17](O)([CH2:20][CH3:21])[CH2:18][CH3:19])[CH2:12][CH2:11]2)=[CH:4][CH:3]=1.CCN(S(F)(F)[F:29])CC.C([O-])(O)=O.[Na+]. (4) Given the product [N:1]([C@@H:22]1[CH2:27][CH2:26][CH2:25][CH2:24][C@@H:23]1[OH:28])=[N+:2]=[N-:3], predict the reactants needed to synthesize it. The reactants are: [N-:1]=[N+:2]=[N-:3].[Na+].O(S(C(F)(F)F)(=O)=O)S(C(F)(F)F)(=O)=O.Cl.N[C@@H:22]1[CH2:27][CH2:26][CH2:25][CH2:24][C@@H:23]1[OH:28].S(N=[N+]=[N-])(C(F)(F)F)(=O)=O.C(Cl)Cl. (5) Given the product [Cl:12][C:10]1[C:9]([C:13]2[CH:14]=[C:15]3[C:19](=[CH:20][CH:21]=2)[N:18]([CH3:22])[CH:17]=[CH:16]3)=[CH:8][C:3]([C:4]([O:6][CH3:7])=[O:5])=[C:2]([NH:1][C:34](=[O:35])[CH2:33][C:29]2[CH:30]=[CH:31][CH:32]=[C:27]([C:25]([O:24][CH3:23])=[O:26])[CH:28]=2)[CH:11]=1, predict the reactants needed to synthesize it. The reactants are: [NH2:1][C:2]1[CH:11]=[C:10]([Cl:12])[C:9]([C:13]2[CH:14]=[C:15]3[C:19](=[CH:20][CH:21]=2)[N:18]([CH3:22])[CH:17]=[CH:16]3)=[CH:8][C:3]=1[C:4]([O:6][CH3:7])=[O:5].[CH3:23][O:24][C:25]([C:27]1[CH:28]=[C:29]([CH2:33][C:34](O)=[O:35])[CH:30]=[CH:31][CH:32]=1)=[O:26].CN(C(ON1N=NC2C=CC=NC1=2)=[N+](C)C)C.F[P-](F)(F)(F)(F)F.C(N(CC)CC)C. (6) Given the product [CH3:35][C:34]1[CH:33]=[C:32]([CH3:36])[NH:31][C:30](=[O:37])[C:29]=1[CH2:28][NH:27][C:25]([C:11]1[CH:10]=[C:9]([C:6]2[CH:7]=[CH:8][C:3]([CH2:2][N:38]3[CH2:43][CH2:42][O:41][CH2:40][C:39]3=[O:44])=[CH:4][CH:5]=2)[CH:14]=[C:13]([N:15]([CH2:22][CH3:23])[CH:16]2[CH2:17][CH2:18][O:19][CH2:20][CH2:21]2)[C:12]=1[CH3:24])=[O:26], predict the reactants needed to synthesize it. The reactants are: Br[CH2:2][C:3]1[CH:8]=[CH:7][C:6]([C:9]2[CH:14]=[C:13]([N:15]([CH2:22][CH3:23])[CH:16]3[CH2:21][CH2:20][O:19][CH2:18][CH2:17]3)[C:12]([CH3:24])=[C:11]([C:25]([NH:27][CH2:28][C:29]3[C:30](=[O:37])[NH:31][C:32]([CH3:36])=[CH:33][C:34]=3[CH3:35])=[O:26])[CH:10]=2)=[CH:5][CH:4]=1.[NH:38]1[CH2:43][CH2:42][O:41][CH2:40][C:39]1=[O:44].[H-].[Na+]. (7) Given the product [CH3:25][C:2]1([CH3:1])[O:6][CH:5]([CH2:7][O:8][C:9]2[CH:14]=[CH:13][C:12]([C:27]3[C:28]4[CH:35]=[C:34]([CH:36]=[O:37])[CH:33]=[CH:32][C:29]=4[S:30][CH:31]=3)=[C:11]([CH3:24])[CH:10]=2)[CH2:4][O:3]1, predict the reactants needed to synthesize it. The reactants are: [CH3:1][C:2]1([CH3:25])[O:6][CH:5]([CH2:7][O:8][C:9]2[CH:14]=[CH:13][C:12](B3OC(C)(C)C(C)(C)O3)=[C:11]([CH3:24])[CH:10]=2)[CH2:4][O:3]1.Br[C:27]1[C:28]2[CH:35]=[C:34]([CH:36]=[O:37])[CH:33]=[CH:32][C:29]=2[S:30][CH:31]=1.C([O-])([O-])=O.[Cs+].[Cs+]. (8) The reactants are: O=C1C2C(=CC=CC=2)C(=O)[N:3]1[CH2:12][C@@H:13]([NH:22][C:23]([C:25]1[S:29][C:28]([C:30]2[N:34]([CH3:35])[N:33]=[CH:32][CH:31]=2)=[N:27][CH:26]=1)=[O:24])[CH2:14][C:15]1[CH:20]=[CH:19][CH:18]=[C:17]([F:21])[CH:16]=1.NN. Given the product [NH2:3][CH2:12][C@@H:13]([NH:22][C:23]([C:25]1[S:29][C:28]([C:30]2[N:34]([CH3:35])[N:33]=[CH:32][CH:31]=2)=[N:27][CH:26]=1)=[O:24])[CH2:14][C:15]1[CH:20]=[CH:19][CH:18]=[C:17]([F:21])[CH:16]=1, predict the reactants needed to synthesize it. (9) The reactants are: [Br:1][C:2]1[CH:3]=[CH:4][CH:5]=[C:6]2[C:10]=1[NH:9][C:8]([C:11]([O:13][CH2:14][CH3:15])=[O:12])=[C:7]2[CH2:16][CH2:17][CH2:18][O:19][C:20]1[C:29]2[C:24](=[CH:25]C=CC=2)[CH:23]=[CH:22][CH:21]=1.CC1C=C(O)C=C([OH:37])C=1.C1(P(C2C=CC=CC=2)C2C=CC=CC=2)C=CC=CC=1.C1C=CC(COC(/N=N/C(OCC2C=CC=CC=2)=O)=O)=CC=1. Given the product [Br:1][C:2]1[CH:3]=[CH:4][CH:5]=[C:6]2[C:10]=1[NH:9][C:8]([C:11]([O:13][CH2:14][CH3:15])=[O:12])=[C:7]2[CH2:16][CH2:17][CH2:18][O:19][C:20]1[CH:29]=[C:24]([CH3:25])[CH:23]=[C:22]([OH:37])[CH:21]=1, predict the reactants needed to synthesize it.